Dataset: Forward reaction prediction with 1.9M reactions from USPTO patents (1976-2016). Task: Predict the product of the given reaction. (1) Given the reactants C(O[C:6](=O)[N:7](C)[C@@H:8]([C:16](=[O:19])[NH:17][CH3:18])[CH2:9][C:10]1[CH:15]=[CH:14][CH:13]=[CH:12][CH:11]=1)(C)(C)C, predict the reaction product. The product is: [CH3:18][NH:17][C:16](=[O:19])[C@H:8]([NH:7][CH3:6])[CH2:9][C:10]1[CH:15]=[CH:14][CH:13]=[CH:12][CH:11]=1. (2) Given the reactants I[C:2]1[N:7]=[CH:6][C:5]([Br:8])=[CH:4][N:3]=1.[F:9][C:10]([F:26])([F:25])[O:11][C:12]1[CH:17]=[CH:16][C:15](C2C=CC(O)=CC=2)=[CH:14][CH:13]=1.C([O-])([O-])=O.[Na+].[Na+], predict the reaction product. The product is: [Br:8][C:5]1[CH:4]=[N:3][C:2]([C:15]2[CH:14]=[CH:13][C:12]([O:11][C:10]([F:9])([F:25])[F:26])=[CH:17][CH:16]=2)=[N:7][CH:6]=1. (3) The product is: [CH2:8]([O:7][C:5](=[O:6])[CH2:4][CH2:3][CH2:2][O:10][N:11]1[C:15](=[O:16])[C:14]2[C:13](=[CH:20][CH:19]=[CH:18][CH:17]=2)[C:12]1=[O:21])[CH3:9]. Given the reactants Br[CH2:2][CH2:3][CH2:4][C:5]([O:7][CH2:8][CH3:9])=[O:6].[OH:10][N:11]1[C:15](=[O:16])[C:14]2=[CH:17][CH:18]=[CH:19][CH:20]=[C:13]2[C:12]1=[O:21].CCN(C(C)C)C(C)C.[Cl-].[NH4+], predict the reaction product. (4) Given the reactants [CH3:1][O:2][C:3]1[CH:8]=[CH:7][C:6]([CH2:9][NH:10][C:11]2[CH:16]=[CH:15][C:14]([CH2:17][CH2:18][CH2:19][CH2:20][CH2:21][CH2:22][CH2:23][CH3:24])=[CH:13][CH:12]=2)=[CH:5][CH:4]=1.[CH:25]([C:28]1[CH:33]=[CH:32][CH:31]=[C:30]([CH:34]([CH3:36])[CH3:35])[C:29]=1[N:37]=[C:38]=[O:39])([CH3:27])[CH3:26], predict the reaction product. The product is: [CH:25]([C:28]1[CH:33]=[CH:32][CH:31]=[C:30]([CH:34]([CH3:35])[CH3:36])[C:29]=1[NH:37][C:38](=[O:39])[N:10]([CH2:9][C:6]1[CH:5]=[CH:4][C:3]([O:2][CH3:1])=[CH:8][CH:7]=1)[C:11]1[CH:16]=[CH:15][C:14]([CH2:17][CH2:18][CH2:19][CH2:20][CH2:21][CH2:22][CH2:23][CH3:24])=[CH:13][CH:12]=1)([CH3:26])[CH3:27]. (5) Given the reactants [Cl:1][C:2]1[CH:3]=[C:4]([CH:8]=[C:9]([Cl:11])[CH:10]=1)[C:5]([NH2:7])=[O:6].[CH3:12][C:13]([CH:16]=O)([CH3:15])[CH3:14].[NH:18]1[C:22]2[CH:23]=[CH:24][CH:25]=[CH:26][C:21]=2[N:20]=[N:19]1.C1(C)C=CC(S(O)(=O)=O)=CC=1, predict the reaction product. The product is: [N:18]1([CH:16]([NH:7][C:5](=[O:6])[C:4]2[CH:3]=[C:2]([Cl:1])[CH:10]=[C:9]([Cl:11])[CH:8]=2)[C:13]([CH3:14])([CH3:15])[CH3:12])[C:22]2[CH:23]=[CH:24][CH:25]=[CH:26][C:21]=2[N:20]=[N:19]1. (6) Given the reactants [CH3:1][I:2].[CH3:3][O:4][C:5]1[CH:6]=[CH:7][CH:8]=[C:9]2[C:14]=1[NH:13][C:12](=[S:15])[NH:11][CH:10]2[CH3:16], predict the reaction product. The product is: [IH:2].[CH3:3][O:4][C:5]1[CH:6]=[CH:7][CH:8]=[C:9]2[C:14]=1[N:13]=[C:12]([S:15][CH3:1])[NH:11][CH:10]2[CH3:16]. (7) Given the reactants [Cl:1][C:2]1[CH:3]=[C:4]([N:8]2[N:12]=[N:11][C:10]([C@H:13]3[CH2:17][CH2:16][C@@H:15]([C:18]([O:20][CH2:21][CH3:22])=[O:19])[N:14]3C(OC(C)(C)C)=O)=[N:9]2)[CH:5]=[CH:6][CH:7]=1.C(O)(C(F)(F)F)=O, predict the reaction product. The product is: [Cl:1][C:2]1[CH:3]=[C:4]([N:8]2[N:12]=[N:11][C:10]([C@@H:13]3[NH:14][C@H:15]([C:18]([O:20][CH2:21][CH3:22])=[O:19])[CH2:16][CH2:17]3)=[N:9]2)[CH:5]=[CH:6][CH:7]=1. (8) The product is: [N:1]1[C:10]2[CH2:9][CH:8]([NH:11][C:12](=[O:14])[CH3:13])[CH2:7][CH2:6][C:5]=2[CH:4]=[CH:3][CH:2]=1. Given the reactants [N:1]1[C:10]2[C:5](=[CH:6][CH:7]=[C:8]([NH:11][C:12](=[O:14])[CH3:13])[CH:9]=2)[CH:4]=[CH:3][CH:2]=1.[OH-].[Na+], predict the reaction product. (9) Given the reactants [C:1]([O:5][C:6]([C:8]1[C:16]2[CH2:15][CH2:14][O:13][CH:12]([CH2:17][NH2:18])[C:11]=2[S:10][C:9]=1[NH2:19])=[O:7])([CH3:4])([CH3:3])[CH3:2].C(N(CC)CC)C.[C:27](Cl)(=[O:29])[CH3:28], predict the reaction product. The product is: [C:1]([O:5][C:6]([C:8]1[C:16]2[CH2:15][CH2:14][O:13][CH:12]([CH2:17][NH:18][C:27](=[O:29])[CH3:28])[C:11]=2[S:10][C:9]=1[NH2:19])=[O:7])([CH3:4])([CH3:2])[CH3:3].